From a dataset of Catalyst prediction with 721,799 reactions and 888 catalyst types from USPTO. Predict which catalyst facilitates the given reaction. (1) Reactant: [CH2:1]([CH:4]1[N:10]2[C:11](=[O:14])[O:12][N:13]=[C:9]2[CH2:8][CH2:7][CH2:6][CH2:5]1)[CH:2]=[CH2:3].[CH3:15][CH2:16][O:17][C:18](/[C:20](/Cl)=[N:21]\[OH:22])=[O:19]. Product: [O:14]=[C:11]1[N:10]2[CH:4]([CH2:1][CH:2]3[O:22][N:21]=[C:20]([C:18]([O:17][CH2:16][CH3:15])=[O:19])[CH2:3]3)[CH2:5][CH2:6][CH2:7][CH2:8][C:9]2=[N:13][O:12]1. The catalyst class is: 11. (2) Reactant: [CH3:1][O:2][CH2:3][C:4]1[NH:5][C:6]2[C:11]([CH:12]=1)=[CH:10][CH:9]=[CH:8][CH:7]=2.[H-].[Na+].Cl[C:16]1[N:24]=[C:23]2[C:19]([N:20]=[C:21]([CH2:26][N:27]3[CH2:32][CH2:31][CH:30]([C:33]([OH:36])([CH3:35])[CH3:34])[CH2:29][CH2:28]3)[N:22]2[CH3:25])=[C:18]([N:37]2[CH2:42][CH2:41][O:40][CH2:39][CH2:38]2)[N:17]=1. Product: [CH3:1][O:2][CH2:3][C:4]1[N:5]([C:16]2[N:24]=[C:23]3[C:19]([N:20]=[C:21]([CH2:26][N:27]4[CH2:32][CH2:31][CH:30]([C:33]([OH:36])([CH3:35])[CH3:34])[CH2:29][CH2:28]4)[N:22]3[CH3:25])=[C:18]([N:37]3[CH2:38][CH2:39][O:40][CH2:41][CH2:42]3)[N:17]=2)[C:6]2[C:11]([CH:12]=1)=[CH:10][CH:9]=[CH:8][CH:7]=2. The catalyst class is: 18. (3) Reactant: N#N.[Si:3]([O:10][CH2:11][C:12]1[N:13]=[C:14]([C:17](=[O:19])[CH3:18])[O:15][CH:16]=1)([C:6]([CH3:9])([CH3:8])[CH3:7])([CH3:5])[CH3:4].[CH3:20][Al](C)C.[NH4+].[Cl-]. Product: [Si:3]([O:10][CH2:11][C:12]1[N:13]=[C:14]([C:17]([OH:19])([CH3:20])[CH3:18])[O:15][CH:16]=1)([C:6]([CH3:9])([CH3:7])[CH3:8])([CH3:5])[CH3:4]. The catalyst class is: 390.